The task is: Predict the reactants needed to synthesize the given product.. This data is from Full USPTO retrosynthesis dataset with 1.9M reactions from patents (1976-2016). (1) The reactants are: [F:1][C:2]1[C:7]([F:8])=[CH:6][CH:5]=[CH:4][C:3]=1[C:9](=O)[CH2:10][O:11][CH:12]([CH:34]=[CH2:35])[CH2:13][O:14][C:15]([C:28]1[CH:33]=[CH:32][CH:31]=[CH:30][CH:29]=1)([C:22]1[CH:27]=[CH:26][CH:25]=[CH:24][CH:23]=1)[C:16]1[CH:21]=[CH:20][CH:19]=[CH:18][CH:17]=1.CC([O-])=O.[Na+].[NH2:42][OH:43].Cl. Given the product [F:1][C:2]1[C:7]([F:8])=[CH:6][CH:5]=[CH:4][C:3]=1[C:9](=[N:42][OH:43])[CH2:10][O:11][CH:12]([CH:34]=[CH2:35])[CH2:13][O:14][C:15]([C:28]1[CH:33]=[CH:32][CH:31]=[CH:30][CH:29]=1)([C:22]1[CH:27]=[CH:26][CH:25]=[CH:24][CH:23]=1)[C:16]1[CH:21]=[CH:20][CH:19]=[CH:18][CH:17]=1, predict the reactants needed to synthesize it. (2) Given the product [C:1]([O:5][C:6]([NH:8][CH2:9][CH2:10][O:11][C:12]1[CH:17]=[CH:16][C:15]([CH2:18][CH:19]([C:32]2[CH:37]=[CH:36][CH:35]=[CH:34][CH:33]=2)[C:20]([O:22][CH3:23])=[S:31])=[CH:14][CH:13]=1)=[O:7])([CH3:4])([CH3:3])[CH3:2], predict the reactants needed to synthesize it. The reactants are: [C:1]([O:5][C:6]([NH:8][CH2:9][CH2:10][O:11][C:12]1[CH:17]=[CH:16][C:15]([CH2:18][CH:19](O)[C:20]([O:22][CH3:23])=O)=[CH:14][CH:13]=1)=[O:7])([CH3:4])([CH3:3])[CH3:2].C1([SH:31])C=CC=CC=1.[C:32]1(P([C:32]2[CH:37]=[CH:36][CH:35]=[CH:34][CH:33]=2)[C:32]2[CH:37]=[CH:36][CH:35]=[CH:34][CH:33]=2)[CH:37]=[CH:36][CH:35]=[CH:34][CH:33]=1.CCOC(/N=N/C(OCC)=O)=O. (3) The reactants are: ClC(OC(Cl)C)=O.C([N:21]1[CH2:24][C:23]2([CH2:29][N:28]([CH2:30][C:31]3[C:52]([C:53]([F:56])([F:55])[F:54])=[CH:51][C:34]([C:35]([NH:37][CH2:38][C:39]4[CH:44]=[C:43]([Cl:45])[CH:42]=[CH:41][C:40]=4[S:46]([CH2:49][CH3:50])(=[O:48])=[O:47])=[O:36])=[CH:33][C:32]=3[Cl:57])[CH2:27][CH2:26][O:25]2)[CH2:22]1)(C1C=CC=CC=1)C1C=CC=CC=1. Given the product [Cl:57][C:32]1[CH:33]=[C:34]([CH:51]=[C:52]([C:53]([F:54])([F:55])[F:56])[C:31]=1[CH2:30][N:28]1[CH2:29][C:23]2([CH2:22][NH:21][CH2:24]2)[O:25][CH2:26][CH2:27]1)[C:35]([NH:37][CH2:38][C:39]1[CH:44]=[C:43]([Cl:45])[CH:42]=[CH:41][C:40]=1[S:46]([CH2:49][CH3:50])(=[O:47])=[O:48])=[O:36], predict the reactants needed to synthesize it. (4) The reactants are: [CH3:1][C:2]1[C:3]([N:8]([C@@H:26]2[CH2:31][CH2:30][CH2:29][N:28](C(OC(C)(C)C)=O)[CH2:27]2)[C:9](=[O:25])[C:10]2[CH:15]=[CH:14][C:13]([C:16]3[CH:17]=[N:18][N:19]4[CH:24]=[CH:23][CH:22]=[N:21][C:20]=34)=[CH:12][CH:11]=2)=[N:4][CH:5]=[CH:6][CH:7]=1.[ClH:39].O1CCOCC1. Given the product [ClH:39].[CH3:1][C:2]1[C:3]([N:8]([C@@H:26]2[CH2:31][CH2:30][CH2:29][NH:28][CH2:27]2)[C:9](=[O:25])[C:10]2[CH:15]=[CH:14][C:13]([C:16]3[CH:17]=[N:18][N:19]4[CH:24]=[CH:23][CH:22]=[N:21][C:20]=34)=[CH:12][CH:11]=2)=[N:4][CH:5]=[CH:6][CH:7]=1, predict the reactants needed to synthesize it.